From a dataset of Forward reaction prediction with 1.9M reactions from USPTO patents (1976-2016). Predict the product of the given reaction. Given the reactants [C:1]([O:5][C:6](=[O:41])[CH2:7][O:8][C:9]1[C:18]2[CH2:17][CH2:16][CH2:15][C@@H:14]([N:19]([CH2:34][C:35]3[CH:40]=[CH:39][CH:38]=[CH:37][CH:36]=3)[S:20]([C:23]3[CH:28]=[C:27]([C:29]([F:32])([F:31])[F:30])[CH:26]=[C:25](Br)[CH:24]=3)(=[O:22])=[O:21])[C:13]=2[CH:12]=[CH:11][CH:10]=1)([CH3:4])([CH3:3])[CH3:2].C1([As](C2C=CC=CC=2)C2C=CC=CC=2)C=CC=CC=1.[CH2:61]([O:63]C([Sn](CCCC)(CCCC)CCCC)=C)[CH3:62].Cl, predict the reaction product. The product is: [C:1]([O:5][C:6](=[O:41])[CH2:7][O:8][C:9]1[C:18]2[CH2:17][CH2:16][CH2:15][C@@H:14]([N:19]([S:20]([C:23]3[CH:28]=[C:27]([C:29]([F:32])([F:31])[F:30])[CH:26]=[C:25]([C:61](=[O:63])[CH3:62])[CH:24]=3)(=[O:22])=[O:21])[CH2:34][C:35]3[CH:40]=[CH:39][CH:38]=[CH:37][CH:36]=3)[C:13]=2[CH:12]=[CH:11][CH:10]=1)([CH3:4])([CH3:3])[CH3:2].